This data is from Reaction yield outcomes from USPTO patents with 853,638 reactions. The task is: Predict the reaction yield, written as a fraction of the theoretical maximum amount of product (1.0 means a 100% yield; for example, 0.34 means a 34% yield). (1) The reactants are [P:1]([O:10][CH2:11][CH:12]([C:25]1[O:26][C:27]([Br:40])=[C:28]([C:30]2[CH:35]=[CH:34][C:33]([C:36]([F:39])([F:38])[F:37])=[CH:32][CH:31]=2)[N:29]=1)[O:13][C:14]1[CH:19]=[CH:18][C:17]([F:20])=[C:16]([C:21](=[O:23])[NH2:22])[C:15]=1[F:24])([O:6][CH2:7][CH:8]=[CH2:9])[O:2][CH2:3][CH:4]=[CH2:5].C([O:45]OC(C)(C)C)(C)(C)C. The catalyst is C(Cl)Cl. The product is [P:1]([O:10][CH2:11][CH:12]([C:25]1[O:26][C:27]([Br:40])=[C:28]([C:30]2[CH:31]=[CH:32][C:33]([C:36]([F:39])([F:38])[F:37])=[CH:34][CH:35]=2)[N:29]=1)[O:13][C:14]1[CH:19]=[CH:18][C:17]([F:20])=[C:16]([C:21](=[O:23])[NH2:22])[C:15]=1[F:24])([O:2][CH2:3][CH:4]=[CH2:5])([O:6][CH2:7][CH:8]=[CH2:9])=[O:45]. The yield is 0.340. (2) The reactants are [NH2:1][C:2]1[CH:7]=[CH:6][C:5]([OH:8])=[C:4]([F:9])[CH:3]=1.C([O-])([O-])=O.[Cs+].[Cs+].Br[CH2:17][CH3:18]. The catalyst is CN(C=O)C. The yield is 0.180. The product is [CH2:17]([O:8][C:5]1[CH:6]=[CH:7][C:2]([NH2:1])=[CH:3][C:4]=1[F:9])[CH3:18]. (3) The reactants are [NH2:1][C:2]1[CH:3]=[C:4]([C@:8]2([CH2:19][F:20])[CH2:13][C@@H:12]([C:14]([F:17])([F:16])[F:15])[O:11][C:10]([NH2:18])=[N:9]2)[CH:5]=[CH:6][CH:7]=1.[Cl:21][C:22]1[CH:23]=[CH:24][C:25]([C:28](O)=[O:29])=[N:26][CH:27]=1.[Cl-].COC1N=C(OC)N=C([N+]2(C)CCOCC2)N=1. The catalyst is C1COCC1.CO. The product is [NH2:18][C:10]1[O:11][C@H:12]([C:14]([F:17])([F:15])[F:16])[CH2:13][C@:8]([C:4]2[CH:3]=[C:2]([NH:1][C:28](=[O:29])[C:25]3[CH:24]=[CH:23][C:22]([Cl:21])=[CH:27][N:26]=3)[CH:7]=[CH:6][CH:5]=2)([CH2:19][F:20])[N:9]=1. The yield is 0.634. (4) The reactants are [C:1]([O:5][C:6]([NH:8][C:9](=[NH:55])[C:10]1[S:14][C:13]([S:15][CH3:16])=[C:12]([S:17]([C:20]2[CH:21]=[C:22]([C:26]3[C:31]([CH3:32])=[CH:30][C:29]([NH:33]C(OCC[Si](C)(C)C)=O)=[CH:28][C:27]=3[NH:43][C:44](=[O:54])[NH:45][CH2:46][CH2:47][CH2:48][CH2:49][CH2:50][C:51]([OH:53])=[O:52])[CH:23]=[CH:24][CH:25]=2)(=[O:19])=[O:18])[CH:11]=1)=[O:7])([CH3:4])([CH3:3])[CH3:2].[F-].C([N+](CCCC)(CCCC)CCCC)CCC. The catalyst is C1COCC1. The product is [NH2:33][C:29]1[CH:30]=[C:31]([CH3:32])[C:26]([C:22]2[CH:23]=[CH:24][CH:25]=[C:20]([S:17]([C:12]3[CH:11]=[C:10]([C:9]([NH:8][C:6]([O:5][C:1]([CH3:3])([CH3:4])[CH3:2])=[O:7])=[NH:55])[S:14][C:13]=3[S:15][CH3:16])(=[O:18])=[O:19])[CH:21]=2)=[C:27]([NH:43][C:44](=[O:54])[NH:45][CH2:46][CH2:47][CH2:48][CH2:49][CH2:50][C:51]([OH:53])=[O:52])[CH:28]=1. The yield is 0.570. (5) The reactants are [NH2:1][C:2]1[CH:7]=[CH:6][C:5]([C:8]2[N:9]([CH:20]3[CH2:22][CH2:21]3)[C:10]3[C:15]([C:16]=2[C:17]#[N:18])=[CH:14][CH:13]=[C:12]([OH:19])[CH:11]=3)=[CH:4][CH:3]=1.C([O-])([O-])=O.[K+].[K+].[O:29]1[CH2:33][CH2:32][CH2:31][CH:30]1OS(C1C=CC(C)=CC=1)(=O)=O. The catalyst is C(#N)C. The product is [NH2:1][C:2]1[CH:7]=[CH:6][C:5]([C:8]2[N:9]([CH:20]3[CH2:21][CH2:22]3)[C:10]3[C:15]([C:16]=2[C:17]#[N:18])=[CH:14][CH:13]=[C:12]([O:19][CH:30]2[CH2:31][CH2:32][CH2:33][O:29]2)[CH:11]=3)=[CH:4][CH:3]=1. The yield is 0.750. (6) The reactants are Cl.[CH:2]12[NH:11][CH:6]([CH2:7][C:8](=[O:10])[CH2:9]1)[CH2:5][O:4][CH2:3]2.[N+:12]([C:15]1[CH:20]=[CH:19][CH:18]=[CH:17][C:16]=1[S:21](Cl)(=[O:23])=[O:22])([O-:14])=[O:13]. The catalyst is C(Cl)Cl. The product is [N+:12]([C:15]1[CH:20]=[CH:19][CH:18]=[CH:17][C:16]=1[S:21]([N:11]1[CH:6]2[CH2:7][C:8](=[O:10])[CH2:9][CH:2]1[CH2:3][O:4][CH2:5]2)(=[O:23])=[O:22])([O-:14])=[O:13]. The yield is 0.750. (7) The catalyst is CCCCCCC.C(Cl)Cl. The product is [Br:16][C:17]1[CH:22]=[C:8]([OH:10])[CH:7]=[C:19]([CH:20]2[CH2:21][CH2:23]2)[CH:18]=1. The yield is 0.310. The reactants are [Zn](CC)CC.F[C:7](F)(F)[C:8]([OH:10])=O.C(I)I.[Br:16][C:17]1[CH:22]=[C:21]([CH:23]=C)[CH:20]=[C:19](OCOC)[CH:18]=1. (8) The reactants are C[O:2][C:3](=[O:30])[CH2:4][O:5][C:6]1[CH:11]=[CH:10][C:9]([F:12])=[C:8]([CH2:13][C:14]2[C:22]3[C:17](=[N:18][CH:19]=[C:20]([C:23]4[CH:24]=[N:25][CH:26]=[CH:27][CH:28]=4)[CH:21]=3)[NH:16][CH:15]=2)[C:7]=1[F:29].[OH-].[K+].O.Cl. The catalyst is O1CCCC1. The product is [F:29][C:7]1[C:8]([CH2:13][C:14]2[C:22]3[C:17](=[N:18][CH:19]=[C:20]([C:23]4[CH:24]=[N:25][CH:26]=[CH:27][CH:28]=4)[CH:21]=3)[NH:16][CH:15]=2)=[C:9]([F:12])[CH:10]=[CH:11][C:6]=1[O:5][CH2:4][C:3]([OH:30])=[O:2]. The yield is 0.470. (9) The reactants are O[C@:2]1([CH3:30])[CH2:11][CH2:10][C@@H:9]2[C@:4]([CH3:14])([CH2:5][CH2:6][CH2:7][C:8]2([CH3:13])[CH3:12])[C@H:3]1[CH2:15][C:16]([N:18]([C:20]1[CH:25]=[C:24]([O:26]C)[CH:23]=[C:22]([O:28]C)[CH:21]=1)[CH3:19])=[O:17].B(Br)(Br)[Br:32]. The catalyst is C(Cl)Cl. The product is [Br:32][C@@H:11]1[CH2:10][C@@H:9]2[C@:4]([CH3:14])([CH2:5][CH2:6][CH2:7][C:8]2([CH3:13])[CH3:12])[C@@H:3]([CH2:15][C:16]([N:18]([C:20]2[CH:25]=[C:24]([OH:26])[CH:23]=[C:22]([OH:28])[CH:21]=2)[CH3:19])=[O:17])[C@H:2]1[CH3:30]. The yield is 0.690. (10) The yield is 0.870. The product is [CH3:29][O:28][C:18]1[C:16]2[N:17]=[C:13]([NH:12][C:10]([NH2:9])=[S:11])[S:14][C:15]=2[C:21]([C:22]2[CH:27]=[CH:26][CH:25]=[CH:24][CH:23]=2)=[CH:20][CH:19]=1. The catalyst is CO. The reactants are C([NH:9][C:10]([NH:12][C:13]1[S:14][C:15]2[C:21]([C:22]3[CH:27]=[CH:26][CH:25]=[CH:24][CH:23]=3)=[CH:20][CH:19]=[C:18]([O:28][CH3:29])[C:16]=2[N:17]=1)=[S:11])(=O)C1C=CC=CC=1.C1COCC1.C[O-].[Na+].